This data is from Reaction yield outcomes from USPTO patents with 853,638 reactions. The task is: Predict the reaction yield, written as a fraction of the theoretical maximum amount of product (1.0 means a 100% yield; for example, 0.34 means a 34% yield). (1) The reactants are [CH2:1]([O:8][C:9]([NH:11][CH:12]1[CH2:14][C:13]1([OH:20])[C:15]([O:17]CC)=[O:16])=[O:10])[C:2]1[CH:7]=[CH:6][CH:5]=[CH:4][CH:3]=1.C([O-])([O-])=O.[K+].[K+]. The catalyst is C1COCC1.O. The product is [CH2:1]([O:8][C:9]([NH:11][CH:12]1[CH2:14][C:13]1([OH:20])[C:15]([OH:17])=[O:16])=[O:10])[C:2]1[CH:7]=[CH:6][CH:5]=[CH:4][CH:3]=1. The yield is 0.690. (2) The reactants are [OH:1][C:2]1[CH:7]=[C:6]([O:8][CH3:9])[CH:5]=[CH:4][C:3]=1[C:10]([C:12]1[CH:17]=[CH:16][C:15]([O:18][CH2:19][C:20]2[N:21]=[C:22]([C:26]3[CH:31]=[CH:30][CH:29]=[CH:28][CH:27]=3)[O:23][C:24]=2[CH3:25])=[CH:14][CH:13]=1)=[O:11].Br[C:33]1([C:37]([O:39]CC)=[O:38])[CH2:36][CH2:35][CH2:34]1.C(=O)([O-])[O-].[K+].[K+].S([O-])([O-])(=O)=O.[Mg+2]. The yield is 0.550. The catalyst is O.CN(C)C=O. The product is [CH3:9][O:8][C:6]1[CH:5]=[CH:4][C:3]([C:10](=[O:11])[C:12]2[CH:13]=[CH:14][C:15]([O:18][CH2:19][C:20]3[N:21]=[C:22]([C:26]4[CH:27]=[CH:28][CH:29]=[CH:30][CH:31]=4)[O:23][C:24]=3[CH3:25])=[CH:16][CH:17]=2)=[C:2]([CH:7]=1)[O:1][C:33]1([C:37]([OH:39])=[O:38])[CH2:36][CH2:35][CH2:34]1. (3) The reactants are [C:1]([C@@H:4]1[CH2:8][CH2:7][CH2:6][N:5]1C(OC(C)(C)C)=O)(=[O:3])[NH2:2].[ClH:16].O1CCOCC1. No catalyst specified. The product is [ClH:16].[NH:5]1[CH2:6][CH2:7][CH2:8][C@H:4]1[C:1]([NH2:2])=[O:3]. The yield is 1.04. (4) The reactants are F[C:2]1[CH:3]=[C:4]([CH3:11])[CH:5]=[CH:6][C:7]=1[N+:8]([O-:10])=[O:9].C(N(C(C)C)CC)(C)C.[NH2:21][CH:22]1[CH2:27][CH2:26][N:25]([C:28]([O:30][C:31]([CH3:34])([CH3:33])[CH3:32])=[O:29])[CH2:24][CH2:23]1. The catalyst is CN(C)C=O. The product is [CH3:11][C:4]1[CH:5]=[CH:6][C:7]([N+:8]([O-:10])=[O:9])=[C:2]([NH:21][CH:22]2[CH2:23][CH2:24][N:25]([C:28]([O:30][C:31]([CH3:34])([CH3:33])[CH3:32])=[O:29])[CH2:26][CH2:27]2)[CH:3]=1. The yield is 0.740. (5) The reactants are [I:1][C:2]1[CH:7]=[CH:6][NH:5][C:4](=[O:8])[CH:3]=1.I[CH2:10][CH2:11][OH:12].C([O-])([O-])=O.[K+].[K+]. The catalyst is CN(C=O)C. The product is [OH:12][CH2:11][CH2:10][N:5]1[CH:6]=[CH:7][C:2]([I:1])=[CH:3][C:4]1=[O:8]. The yield is 1.00. (6) The reactants are [CH3:1][S:2][C:3]1[N:8]=[C:7]2[NH:9][NH:10][C:11](=O)[C:6]2=[CH:5][N:4]=1.P(Br)(Br)([Br:15])=O.O.[OH-].[NH4+]. The catalyst is CC#N. The product is [Br:15][C:11]1[C:6]2[C:7](=[N:8][C:3]([S:2][CH3:1])=[N:4][CH:5]=2)[NH:9][N:10]=1. The yield is 0.770. (7) The reactants are [N:1]1([C:6]2[CH:11]=[CH:10][C:9]([C:12](=[O:27])[CH2:13][CH:14]([C:19]3[CH:24]=[C:23]([Cl:25])[CH:22]=[C:21]([Cl:26])[CH:20]=3)[C:15]([F:18])([F:17])[F:16])=[CH:8][CH:7]=2)[CH:5]=[N:4][CH:3]=[N:2]1.[CH3:28][Mg]Br. The catalyst is C1COCC1. The product is [N:1]1([C:6]2[CH:7]=[CH:8][C:9]([C:12]([OH:27])([CH2:13][CH:14]([C:19]3[CH:24]=[C:23]([Cl:25])[CH:22]=[C:21]([Cl:26])[CH:20]=3)[C:15]([F:18])([F:16])[F:17])[CH3:28])=[CH:10][CH:11]=2)[CH:5]=[N:4][CH:3]=[N:2]1. The yield is 0.320. (8) The reactants are [F:1][C:2]([F:19])([F:18])[C:3](=[O:17])[CH2:4][C:5]([C:8]1[CH:13]=[CH:12][C:11]([F:14])=[CH:10][C:9]=1[O:15][CH3:16])([CH3:7])[CH3:6].[Br:20]Br. The catalyst is C(O)(=O)C. The product is [Br:20][C:12]1[C:11]([F:14])=[CH:10][C:9]([O:15][CH3:16])=[C:8]([C:5]([CH3:7])([CH3:6])[CH2:4][C:3](=[O:17])[C:2]([F:1])([F:18])[F:19])[CH:13]=1. The yield is 0.970.